Dataset: Full USPTO retrosynthesis dataset with 1.9M reactions from patents (1976-2016). Task: Predict the reactants needed to synthesize the given product. (1) Given the product [Cl:22][C:23]1[CH:28]=[C:27]([Cl:29])[CH:26]=[CH:25][C:24]=1[CH2:30][CH:17]1[CH2:18][CH2:19][CH2:20][N:15]([CH:9]2[CH2:10][CH2:11][CH2:12][CH2:13][CH2:14]2)[C:16]1=[O:21], predict the reactants needed to synthesize it. The reactants are: [Li+].CC([N-]C(C)C)C.[CH:9]1([N:15]2[CH2:20][CH2:19][CH2:18][CH2:17][C:16]2=[O:21])[CH2:14][CH2:13][CH2:12][CH2:11][CH2:10]1.[Cl:22][C:23]1[CH:28]=[C:27]([Cl:29])[CH:26]=[CH:25][C:24]=1[CH2:30]Cl. (2) Given the product [Cl:22][C:19]1[N:18]=[C:17]([OH:23])[C:16]([NH:15][S:11]([C:8]2[CH:7]=[CH:6][C:5]([CH2:1][CH2:2][CH3:3])=[CH:10][CH:9]=2)(=[O:12])=[O:13])=[CH:21][CH:20]=1, predict the reactants needed to synthesize it. The reactants are: [CH2:1]([C:5]1[CH:10]=[CH:9][C:8]([S:11](Cl)(=[O:13])=[O:12])=[CH:7][CH:6]=1)[CH2:2][CH2:3]C.[NH2:15][C:16]1[C:17]([O:23]C)=[N:18][C:19]([Cl:22])=[CH:20][CH:21]=1. (3) Given the product [CH2:1]([O:3][C:4](=[O:17])[CH2:5][N:6]1[N:10]=[N:9][C:8]([C:11]2[S:15][C:14]([N:25]3[CH2:26][CH2:27][C:22]4([O:21][CH2:20][CH2:19][O:18]4)[CH2:23][CH2:24]3)=[N:13][CH:12]=2)=[N:7]1)[CH3:2], predict the reactants needed to synthesize it. The reactants are: [CH2:1]([O:3][C:4](=[O:17])[CH2:5][N:6]1[N:10]=[N:9][C:8]([C:11]2[S:15][C:14](Br)=[N:13][CH:12]=2)=[N:7]1)[CH3:2].[O:18]1[C:22]2([CH2:27][CH2:26][NH:25][CH2:24][CH2:23]2)[O:21][CH2:20][CH2:19]1. (4) Given the product [CH2:1]([O:5][P:6]([C:13]1[CH:17]=[C:16]([C:34]2[S:33][CH:32]=[C:31]([P:24]([O:23][CH2:19][CH2:20][CH2:21][CH3:22])([O:26][CH2:27][CH2:28][CH2:29][CH3:30])=[O:25])[CH:35]=2)[S:15][CH:14]=1)([O:8][CH2:9][CH2:10][CH2:11][CH3:12])=[O:7])[CH2:2][CH2:3][CH3:4], predict the reactants needed to synthesize it. The reactants are: [CH2:1]([O:5][P:6]([C:13]1[CH:17]=[C:16](I)[S:15][CH:14]=1)([O:8][CH2:9][CH2:10][CH2:11][CH3:12])=[O:7])[CH2:2][CH2:3][CH3:4].[CH2:19]([O:23][P:24]([C:31]1[CH:35]=[C:34]([Sn](CCCC)(CCCC)CCCC)[S:33][CH:32]=1)([O:26][CH2:27][CH2:28][CH2:29][CH3:30])=[O:25])[CH2:20][CH2:21][CH3:22].[Cu]C#N.[F-].[K+]. (5) The reactants are: [CH3:1][C:2]1[CH:7]=[CH:6][C:5](/[CH:8]=[CH:9]/[C:10]([NH2:12])=[O:11])=[CH:4][CH:3]=1.[Cl:13][CH2:14][C:15]([CH2:17]Cl)=O. Given the product [Cl:13][CH2:14][C:15]1[N:12]=[C:10](/[CH:9]=[CH:8]/[C:5]2[CH:4]=[CH:3][C:2]([CH3:1])=[CH:7][CH:6]=2)[O:11][CH:17]=1, predict the reactants needed to synthesize it. (6) Given the product [OH:1][C:2]([CH3:32])([CH3:31])[C@@H:3]([NH:15][C:16]([N:18]1[CH2:23][C:22](=[O:24])[NH:21][C:20]2[CH:25]=[C:26]([O:29][CH3:30])[CH:27]=[N:28][C:19]1=2)=[O:17])[C:4]1[CH:9]=[CH:8][C:7]([O:10][C:11]([F:12])([F:14])[F:13])=[CH:6][CH:5]=1, predict the reactants needed to synthesize it. The reactants are: [OH:1][C:2]([CH3:32])([CH3:31])[CH:3]([NH:15][C:16]([N:18]1[CH2:23][C:22](=[O:24])[NH:21][C:20]2[CH:25]=[C:26]([O:29][CH3:30])[CH:27]=[N:28][C:19]1=2)=[O:17])[C:4]1[CH:9]=[CH:8][C:7]([O:10][C:11]([F:14])([F:13])[F:12])=[CH:6][CH:5]=1.C(=O)=O.CO.